Dataset: Forward reaction prediction with 1.9M reactions from USPTO patents (1976-2016). Task: Predict the product of the given reaction. (1) Given the reactants F[C:2]1[CH:16]=[CH:15][C:5]([O:6][C:7]2[CH:14]=[CH:13][C:10]([CH:11]=O)=[CH:9][CH:8]=2)=[CH:4][CH:3]=1.[NH2:17][C:18]1[CH:19]=[C:20]([S:25]([NH2:28])(=[O:27])=[O:26])[CH:21]=[CH:22][C:23]=1[NH2:24].N[C:30]1[CH:31]=C(C=[CH:37][C:38]=1N)C(N)=O, predict the reaction product. The product is: [CH:15]1[C:16]2[C:2](=[CH:31][CH:30]=[CH:38][CH:37]=2)[CH:3]=[CH:4][C:5]=1[O:6][C:7]1[CH:14]=[CH:13][C:10]([C:11]2[NH:24][C:23]3[CH:22]=[CH:21][C:20]([S:25]([NH2:28])(=[O:26])=[O:27])=[CH:19][C:18]=3[N:17]=2)=[CH:9][CH:8]=1. (2) Given the reactants [H-].[Al+3].[Li+].[H-].[H-].[H-].[CH2:7]([NH:14][C:15]([CH:17]1[CH2:22][CH:21]([OH:23])[CH:20]=[CH:19][CH2:18]1)=O)[C:8]1[CH:13]=[CH:12][CH:11]=[CH:10][CH:9]=1, predict the reaction product. The product is: [CH2:7]([NH:14][CH2:15][CH:17]1[CH2:22][CH:21]([OH:23])[CH:20]=[CH:19][CH2:18]1)[C:8]1[CH:13]=[CH:12][CH:11]=[CH:10][CH:9]=1. (3) Given the reactants Cl[C:2]1[N:11]=[CH:10][C:9]([Cl:12])=[CH:8][C:3]=1[C:4]([O:6][CH3:7])=[O:5].[C:13]1([CH3:25])[CH:18]=[CH:17][CH:16]=[C:15]([O:19][CH:20]2[CH2:24][CH2:23][NH:22][CH2:21]2)[CH:14]=1, predict the reaction product. The product is: [Cl:12][C:9]1[CH:10]=[N:11][C:2]([N:22]2[CH2:23][CH2:24][CH:20]([O:19][C:15]3[CH:14]=[C:13]([CH3:25])[CH:18]=[CH:17][CH:16]=3)[CH2:21]2)=[C:3]([CH:8]=1)[C:4]([O:6][CH3:7])=[O:5]. (4) Given the reactants O.C([O:4]CC)C.[C:7]([O:12][CH2:13][CH2:14][CH2:15][Si:16]([CH3:19])([CH3:18])Cl)(=[O:11])[C:8]([CH3:10])=[CH2:9], predict the reaction product. The product is: [C:7]([O:12][CH2:13][CH2:14][CH2:15][Si:16]([CH3:19])([CH3:18])[OH:4])(=[O:11])[C:8]([CH3:10])=[CH2:9]. (5) Given the reactants [C:1]([NH2:4])(=[O:3])[CH3:2].[Cl:5][C:6]1[C:7](CC#N)=[CH:8][C:9]2[C:14]([CH:15]=1)=[CH:13][CH:12]=[CH:11][C:10]=2[CH2:16][N:17]([CH3:19])[CH3:18], predict the reaction product. The product is: [Cl:5][C:6]1[C:7]([CH2:2][C:1]([NH2:4])=[O:3])=[CH:8][C:9]2[C:14]([CH:15]=1)=[CH:13][CH:12]=[CH:11][C:10]=2[CH2:16][N:17]([CH3:19])[CH3:18]. (6) Given the reactants [CH:1]1[CH:6]=[N:5][CH:4]=[C:3]2[CH2:7][O:8][C:9]3[CH:10]=[C:11]([O:15][CH2:16][CH:17]([NH:22][C:23](=[O:29])[O:24][C:25]([CH3:28])([CH3:27])[CH3:26])[CH2:18][CH:19]([CH3:21])[CH3:20])[CH:12]=[CH:13][C:14]=3[C:2]=12.C1C(=O)N([Br:37])C(=O)C1, predict the reaction product. The product is: [Br:37][C:12]1[C:11]([O:15][CH2:16][C@@H:17]([NH:22][C:23](=[O:29])[O:24][C:25]([CH3:27])([CH3:26])[CH3:28])[CH2:18][CH:19]([CH3:21])[CH3:20])=[CH:10][C:9]2[O:8][CH2:7][C:3]3[C:2]([C:14]=2[CH:13]=1)=[CH:1][CH:6]=[N:5][CH:4]=3.